From a dataset of Forward reaction prediction with 1.9M reactions from USPTO patents (1976-2016). Predict the product of the given reaction. (1) Given the reactants [CH2:1]([N:8]1[C:17]2[C:12](=[CH:13][CH:14]=[C:15]([OH:18])[CH:16]=2)[CH2:11][CH2:10][CH2:9]1)[C:2]1[CH:7]=[CH:6][CH:5]=[CH:4][CH:3]=1.C(N(CC)CC)C.[CH3:26][O:27][C:28]1[CH:33]=[CH:32][C:31]([N:34]=[C:35]=[O:36])=[CH:30][CH:29]=1, predict the reaction product. The product is: [CH3:26][O:27][C:28]1[CH:33]=[CH:32][C:31]([NH:34][C:35](=[O:36])[O:18][C:15]2[CH:16]=[C:17]3[C:12]([CH2:11][CH2:10][CH2:9][N:8]3[CH2:1][C:2]3[CH:3]=[CH:4][CH:5]=[CH:6][CH:7]=3)=[CH:13][CH:14]=2)=[CH:30][CH:29]=1. (2) Given the reactants C([N:8]1[CH2:13][CH2:12][N:11]([C:14]([O:16][C:17]([CH3:20])([CH3:19])[CH3:18])=[O:15])[C@H:10]([CH:21]([CH3:23])[CH3:22])[C:9]1=[O:24])C1C=CC=CC=1, predict the reaction product. The product is: [CH:21]([CH:10]1[C:9](=[O:24])[NH:8][CH2:13][CH2:12][N:11]1[C:14]([O:16][C:17]([CH3:19])([CH3:18])[CH3:20])=[O:15])([CH3:23])[CH3:22]. (3) Given the reactants [CH2:1]([P:3]([CH2:6][CH3:7])[CH2:4][CH3:5])[CH3:2].[I:8]C.[CH3:10]CCCCC, predict the reaction product. The product is: [I-:8].[CH2:1]([P+:3]([CH2:6][CH3:7])([CH2:4][CH3:5])[CH3:10])[CH3:2].